Predict which catalyst facilitates the given reaction. From a dataset of Catalyst prediction with 721,799 reactions and 888 catalyst types from USPTO. (1) Reactant: C([O:8][C:9]1[CH:24]=[C:23]([B:25]2[O:29][C:28]([CH3:31])([CH3:30])[C:27]([CH3:33])([CH3:32])[O:26]2)[CH:22]=[CH:21][C:10]=1[C:11]([O:13]CC1C=CC=CC=1)=[O:12])C1C=CC=CC=1.O1CCCC1. Product: [OH:8][C:9]1[CH:24]=[C:23]([B:25]2[O:29][C:28]([CH3:31])([CH3:30])[C:27]([CH3:33])([CH3:32])[O:26]2)[CH:22]=[CH:21][C:10]=1[C:11]([OH:13])=[O:12]. The catalyst class is: 129. (2) Reactant: [CH2:1]([O:8][C:9](=[O:26])[CH2:10][CH2:11][C:12](=[CH2:25])[CH2:13][CH2:14][C:15]([O:17][CH2:18][C:19]1[CH:24]=[CH:23][CH:22]=[CH:21][CH:20]=1)=[O:16])[C:2]1[CH:7]=[CH:6][CH:5]=[CH:4][CH:3]=1.B.C1COCC1.CC([O-])=O.[Na+].[Na+].[I-:39].CC1C=CC(S(NCl)(=O)=O)=CC=1. Product: [CH2:18]([O:17][C:15](=[O:16])[CH2:14][CH2:13][CH:12]([CH2:25][I:39])[CH2:11][CH2:10][C:9]([O:8][CH2:1][C:2]1[CH:3]=[CH:4][CH:5]=[CH:6][CH:7]=1)=[O:26])[C:19]1[CH:24]=[CH:23][CH:22]=[CH:21][CH:20]=1. The catalyst class is: 1. (3) Reactant: [NH2:1][C:2]1[C:3]([O:17][CH3:18])=[C:4]([NH:12][S:13]([CH3:16])(=[O:15])=[O:14])[CH:5]=[C:6]([C:8]([CH3:11])([CH3:10])[CH3:9])[CH:7]=1.C([O-])(O)=O.[Na+].C1COCC1.Cl[C:30]([O:32][C:33]1[CH:38]=[CH:37][CH:36]=[CH:35][CH:34]=1)=[O:31]. Product: [C:8]([C:6]1[CH:5]=[C:4]([NH:12][S:13]([CH3:16])(=[O:15])=[O:14])[C:3]([O:17][CH3:18])=[C:2]([NH:1][C:30](=[O:31])[O:32][C:33]2[CH:38]=[CH:37][CH:36]=[CH:35][CH:34]=2)[CH:7]=1)([CH3:10])([CH3:11])[CH3:9]. The catalyst class is: 2. (4) Reactant: [CH:1]1([C:4]2[CH:8]=[C:7]([CH:9]3[CH2:11][CH2:10]3)[O:6][N:5]=2)[CH2:3][CH2:2]1.C1C(=O)N([Br:19])C(=O)C1. Product: [Br:19][C:8]1[C:4]([CH:1]2[CH2:3][CH2:2]2)=[N:5][O:6][C:7]=1[CH:9]1[CH2:11][CH2:10]1. The catalyst class is: 2. (5) Reactant: [K+].[F:2][C:3]1[C:12]([CH2:13][C:14]([NH:16][NH:17][C:18]([S-])=[S:19])=O)=[C:11]([F:21])[CH:10]=[C:9]2[C:4]=1[CH:5]=[CH:6][CH:7]=[N:8]2.O.[NH2:23][NH2:24].Cl. Product: [NH2:23][N:24]1[C:14]([CH2:13][C:12]2[C:3]([F:2])=[C:4]3[C:9](=[CH:10][C:11]=2[F:21])[N:8]=[CH:7][CH:6]=[CH:5]3)=[N:16][N:17]=[C:18]1[SH:19]. The catalyst class is: 6. (6) Reactant: [N:1]1[C:10]2[CH2:9][CH2:8][C:7]3([O:14]CCO3)[CH2:6][C:5]=2[CH:4]=[CH:3][CH:2]=1.[N+:15]([O-])([OH:17])=[O:16].S(=O)(=O)(O)[OH:20]. Product: [N+:15]([C:4]1[C:5]2[CH2:6][C:7](=[O:14])[CH2:8][CH2:9][C:10]=2[N+:1]([O-:20])=[CH:2][CH:3]=1)([O-:17])=[O:16]. The catalyst class is: 6. (7) Reactant: CCN=C=NCCCN(C)C.Cl.[S:13]1[C:17]([C:18]2[CH:26]=[CH:25][C:21]([C:22]([OH:24])=O)=[CH:20][CH:19]=2)=[CH:16][C:15]2[CH:27]=[CH:28][CH:29]=[CH:30][C:14]1=2.Cl.[NH:32]1[C:36]([C:37]2[CH:38]=[C:39]3[C:49](=[CH:50][CH:51]=2)[O:48][C:42]2([CH2:47][CH2:46][NH:45][CH2:44][CH2:43]2)[CH2:41][C:40]3=[O:52])=[N:35][N:34]=[N:33]1.C1C=CC2N(O)N=NC=2C=1.C(N(CC)CC)C. Product: [S:13]1[C:17]([C:18]2[CH:19]=[CH:20][C:21]([C:22]([N:45]3[CH2:46][CH2:47][C:42]4([CH2:41][C:40](=[O:52])[C:39]5[C:49](=[CH:50][CH:51]=[C:37]([C:36]6[NH:35][N:34]=[N:33][N:32]=6)[CH:38]=5)[O:48]4)[CH2:43][CH2:44]3)=[O:24])=[CH:25][CH:26]=2)=[CH:16][C:15]2[CH:27]=[CH:28][CH:29]=[CH:30][C:14]1=2. The catalyst class is: 37. (8) Product: [CH2:42]([O:41][C:39](=[O:40])[CH:38]=[CH:16][CH2:15][CH2:14][C@@H:4]1[CH2:3][C:2]([F:18])([F:1])[CH2:6][N:5]1[C:7]([O:9][C:10]([CH3:13])([CH3:12])[CH3:11])=[O:8])[CH3:43]. Reactant: [F:1][C:2]1([F:18])[CH2:6][N:5]([C:7]([O:9][C:10]([CH3:13])([CH3:12])[CH3:11])=[O:8])[C@H:4]([CH2:14][CH2:15][CH:16]=O)[CH2:3]1.C1(P(=[CH:38][C:39]([O:41][CH2:42][CH3:43])=[O:40])(C2C=CC=CC=2)C2C=CC=CC=2)C=CC=CC=1. The catalyst class is: 2. (9) Reactant: [Li+].[OH-].[O:3]=[C:4]1[N:16]([CH:17]2[CH2:22][CH2:21][N:20]([C:23]([O:25][C@@H:26]([C:44]([O:46]C)=[O:45])[CH2:27][C:28]3[CH:33]=[C:32]([CH3:34])[C:31]([O:35][CH2:36][C:37]4[CH:42]=[CH:41][CH:40]=[CH:39][CH:38]=4)=[C:30]([CH3:43])[CH:29]=3)=[O:24])[CH2:19][CH2:18]2)[C:7]2[CH:8]=[N:9][C:10]3[CH:11]=[CH:12][CH:13]=[CH:14][C:15]=3[C:6]=2[NH:5]1. Product: [O:3]=[C:4]1[N:16]([CH:17]2[CH2:18][CH2:19][N:20]([C:23]([O:25][C@@H:26]([C:44]([OH:46])=[O:45])[CH2:27][C:28]3[CH:33]=[C:32]([CH3:34])[C:31]([O:35][CH2:36][C:37]4[CH:38]=[CH:39][CH:40]=[CH:41][CH:42]=4)=[C:30]([CH3:43])[CH:29]=3)=[O:24])[CH2:21][CH2:22]2)[C:7]2[CH:8]=[N:9][C:10]3[CH:11]=[CH:12][CH:13]=[CH:14][C:15]=3[C:6]=2[NH:5]1. The catalyst class is: 90.